From a dataset of Catalyst prediction with 721,799 reactions and 888 catalyst types from USPTO. Predict which catalyst facilitates the given reaction. (1) Reactant: [Cl:1][C:2]1[CH:7]=[CH:6][C:5]([CH3:8])=[CH:4][C:3]=1[OH:9].C(=O)([O-])[O-].[K+].[K+].[CH2:16](Br)[CH:17]=[CH2:18]. Product: [Cl:1][C:2]1[CH:7]=[CH:6][C:5]([CH3:8])=[CH:4][C:3]=1[O:9][CH2:18][CH:17]=[CH2:16]. The catalyst class is: 10. (2) Reactant: [C:1]([O:5][C:6](=[O:25])[NH:7][C@H:8]([C:13](=[O:24])[NH:14][C@H:15]1[CH2:21][CH2:20][C@@H:19]([CH3:22])[NH:18][CH2:17][CH:16]1[OH:23])[CH2:9][CH:10]([CH3:12])[CH3:11])([CH3:4])([CH3:3])[CH3:2].[CH3:26][O:27][C:28](=[O:37])[C@@H:29]([N:34]=[C:35]=[O:36])[CH2:30][CH:31]([CH3:33])[CH3:32]. Product: [CH3:26][O:27][C:28](=[O:37])[C@@H:29]([NH:34][C:35]([N:18]1[CH2:17][CH:16]([OH:23])[C@@H:15]([NH:14][C:13](=[O:24])[C@@H:8]([NH:7][C:6]([O:5][C:1]([CH3:3])([CH3:4])[CH3:2])=[O:25])[CH2:9][CH:10]([CH3:12])[CH3:11])[CH2:21][CH2:20][C@H:19]1[CH3:22])=[O:36])[CH2:30][CH:31]([CH3:33])[CH3:32]. The catalyst class is: 1.